The task is: Regression. Given two drug SMILES strings and cell line genomic features, predict the synergy score measuring deviation from expected non-interaction effect.. This data is from NCI-60 drug combinations with 297,098 pairs across 59 cell lines. (1) Drug 1: CC1C(C(CC(O1)OC2CC(OC(C2O)C)OC3=CC4=CC5=C(C(=O)C(C(C5)C(C(=O)C(C(C)O)O)OC)OC6CC(C(C(O6)C)O)OC7CC(C(C(O7)C)O)OC8CC(C(C(O8)C)O)(C)O)C(=C4C(=C3C)O)O)O)O. Drug 2: C1CN(P(=O)(OC1)NCCCl)CCCl. Cell line: HOP-92. Synergy scores: CSS=31.3, Synergy_ZIP=0.181, Synergy_Bliss=-2.46, Synergy_Loewe=-76.3, Synergy_HSA=-5.41. (2) Drug 1: C1=CC(=CC=C1CCC2=CNC3=C2C(=O)NC(=N3)N)C(=O)NC(CCC(=O)O)C(=O)O. Drug 2: COC1=C2C(=CC3=C1OC=C3)C=CC(=O)O2. Cell line: CAKI-1. Synergy scores: CSS=10.9, Synergy_ZIP=2.42, Synergy_Bliss=-1.64, Synergy_Loewe=-13.0, Synergy_HSA=-3.39.